Dataset: Reaction yield outcomes from USPTO patents with 853,638 reactions. Task: Predict the reaction yield, written as a fraction of the theoretical maximum amount of product (1.0 means a 100% yield; for example, 0.34 means a 34% yield). (1) The reactants are [NH2:1][CH:2]([CH2:8][C:9]([CH3:11])=[CH2:10])[C:3]([O:5][CH2:6][CH3:7])=[O:4].[Cl:12][C:13]1[CH:18]=[CH:17][C:16]([S:19](Cl)(=[O:21])=[O:20])=[CH:15][CH:14]=1.CCN(CC)CC.Cl. The catalyst is C(Cl)Cl. The product is [Cl:12][C:13]1[CH:18]=[CH:17][C:16]([S:19]([NH:1][CH:2]([CH2:8][C:9]([CH3:11])=[CH2:10])[C:3]([O:5][CH2:6][CH3:7])=[O:4])(=[O:21])=[O:20])=[CH:15][CH:14]=1. The yield is 0.250. (2) The reactants are [CH:1](=O)[CH2:2][CH2:3][CH2:4][CH:5]=[O:6].[CH2:8]([C:15](O)=O)[C:9](CC(O)=O)=O.CC([O-])=O.[Na+].Cl.[CH2:24]([NH2:31])[C:25]1[CH:30]=[CH:29][CH:28]=[CH:27][CH:26]=1.C([O-])([O-])=O.[K+].[K+]. The catalyst is O.Cl.C(Cl)Cl. The product is [CH2:24]([N:31]1[CH:3]2[CH2:2][CH2:1][CH2:15][CH:8]1[CH2:9][C:5](=[O:6])[CH2:4]2)[C:25]1[CH:30]=[CH:29][CH:28]=[CH:27][CH:26]=1. The yield is 0.470. (3) The catalyst is C(COC)OC.C1C=CC(P(C2C=CC=CC=2)[C-]2C=CC=C2)=CC=1.C1C=CC(P(C2C=CC=CC=2)[C-]2C=CC=C2)=CC=1.Cl[Pd]Cl.[Fe+2]. The yield is 0.417. The product is [CH3:1][O:2][C:3]([C:5]1[CH:6]=[N:7][N:8]2[CH:13]=[C:12]([C:14]3[CH:19]=[CH:18][C:17]([F:20])=[CH:16][C:15]=3[F:21])[C:11]([C:34]3[CH:35]=[CH:36][C:31]([CH:29]=[O:30])=[CH:32][CH:33]=3)=[N:10][C:9]=12)=[O:4]. The reactants are [CH3:1][O:2][C:3]([C:5]1[CH:6]=[N:7][N:8]2[CH:13]=[C:12]([C:14]3[CH:19]=[CH:18][C:17]([F:20])=[CH:16][C:15]=3[F:21])[C:11](Cl)=[N:10][C:9]=12)=[O:4].C([O-])([O-])=O.[Na+].[Na+].[CH:29]([C:31]1[CH:36]=[CH:35][C:34](B(O)O)=[CH:33][CH:32]=1)=[O:30]. (4) The reactants are [CH2:1]([O:3][C:4]1[CH:5]=[C:6]([C:13]2[O:17][N:16]=[C:15]([C:18]3[CH:26]=[CH:25][CH:24]=[C:23]4[C:19]=3[CH2:20][CH2:21][N:22]4[C:27]([NH:29][CH2:30][CH2:31][C:32]([O:34]CC)=[O:33])=[O:28])[N:14]=2)[CH:7]=[CH:8][C:9]=1[O:10][CH2:11][CH3:12])[CH3:2].C(C1C=CC(NC(=O)NCCC(OCC)=O)=CC=1)CCCCCCC. No catalyst specified. The product is [CH2:1]([O:3][C:4]1[CH:5]=[C:6]([C:13]2[O:17][N:16]=[C:15]([C:18]3[CH:26]=[CH:25][CH:24]=[C:23]4[C:19]=3[CH2:20][CH2:21][N:22]4[C:27]([NH:29][CH2:30][CH2:31][C:32]([OH:34])=[O:33])=[O:28])[N:14]=2)[CH:7]=[CH:8][C:9]=1[O:10][CH2:11][CH3:12])[CH3:2]. The yield is 0.610. (5) The reactants are [OH:1]/[N:2]=[C:3](\[NH2:23])/[C:4]1[CH:9]=[CH:8][C:7]([O:10][CH3:11])=[C:6]([CH2:12][CH2:13][CH2:14][CH2:15][CH2:16][CH2:17][CH2:18][CH2:19][CH2:20][CH2:21][CH3:22])[CH:5]=1.[C:24]([C:26]1([C:29](O)=[O:30])[CH2:28][CH2:27]1)#[N:25]. No catalyst specified. The product is [C:24]([C:26]1([C:29]([O:1]/[N:2]=[C:3](\[NH2:23])/[C:4]2[CH:9]=[CH:8][C:7]([O:10][CH3:11])=[C:6]([CH2:12][CH2:13][CH2:14][CH2:15][CH2:16][CH2:17][CH2:18][CH2:19][CH2:20][CH2:21][CH3:22])[CH:5]=2)=[O:30])[CH2:28][CH2:27]1)#[N:25]. The yield is 0.800. (6) The catalyst is C1COCC1. The reactants are [CH:1]12[CH2:10][CH:5]3[CH2:6][CH:7]([CH2:9][CH:3]([CH2:4]3)[CH:2]1[NH:11][C:12](=[O:20])[C:13]1[CH:18]=[CH:17][C:16]([OH:19])=[CH:15][CH:14]=1)[CH2:8]2.C1(P(C2C=CC=CC=2)C2C=CC=CC=2)C=CC=CC=1.[CH2:40]([O:42][C:43]([CH:45]1[CH2:50][CH2:49][CH:48](O)[CH2:47][CH2:46]1)=[O:44])[CH3:41].CCOC(/N=N/C(OCC)=O)=O. The product is [CH2:40]([O:42][C:43]([CH:45]1[CH2:50][CH2:49][CH:48]([O:19][C:16]2[CH:15]=[CH:14][C:13]([C:12](=[O:20])[NH:11][CH:2]3[CH:3]4[CH2:9][CH:7]5[CH2:6][CH:5]([CH2:10][CH:1]3[CH2:8]5)[CH2:4]4)=[CH:18][CH:17]=2)[CH2:47][CH2:46]1)=[O:44])[CH3:41]. The yield is 0.320. (7) The reactants are [CH2:1]([S:8][C:9]1[CH:14]=[CH:13][CH:12]=[CH:11][CH:10]=1)[C:2]1[CH:7]=[CH:6][CH:5]=[CH:4][CH:3]=1.[C:15]1([CH3:21])[CH:20]=[CH:19][CH:18]=[CH:17][CH:16]=1.[Cl:22][O-].[Na+].[S:25]([O-:28])([O-])=[O:26].[Na+].[Na+]. The yield is 0.260. The product is [CH2:1]([S:8]([C:9]1[CH:14]=[CH:13][CH:12]=[CH:11][CH:10]=1)=[O:26])[C:2]1[CH:7]=[CH:6][CH:5]=[CH:4][CH:3]=1.[Cl:22][CH:21]([C:15]1[CH:20]=[CH:19][CH:18]=[CH:17][CH:16]=1)[S:25]([C:2]1[CH:7]=[CH:6][CH:5]=[CH:4][CH:3]=1)=[O:28].[CH2:21]([S:25]([C:2]1[CH:7]=[CH:6][CH:5]=[CH:4][CH:3]=1)(=[O:28])=[O:26])[C:15]1[CH:20]=[CH:19][CH:18]=[CH:17][CH:16]=1. The catalyst is O.